Predict the reactants needed to synthesize the given product. From a dataset of Full USPTO retrosynthesis dataset with 1.9M reactions from patents (1976-2016). (1) Given the product [CH3:2][C:3]12[CH2:5][CH:4]1[C:6]1[C:11]([O:12][CH2:13][O:14][CH3:15])=[CH:10][CH:9]=[CH:8][C:7]=1[O:16][CH2:17]2, predict the reactants needed to synthesize it. The reactants are: O[CH2:2][C:3]1([CH3:17])[CH2:5][CH:4]1[C:6]1[C:11]([O:12][CH2:13][O:14][CH3:15])=[CH:10][CH:9]=[CH:8][C:7]=1[OH:16].C1(P(C2C=CC=CC=2)C2C=CC=CC=2)C=CC=CC=1.N(/C(OC(C)C)=O)=N\C(OC(C)C)=O. (2) Given the product [CH2:1]([N:5]([CH2:18][CH3:19])[C:6]1[CH:13]=[CH:12][C:11]([C:14]([F:15])([F:16])[F:17])=[CH:10][C:7]=1[C:8]([OH:28])=[O:9])[CH2:2][CH2:3][CH3:4], predict the reactants needed to synthesize it. The reactants are: [CH2:1]([N:5]([CH2:18][CH3:19])[C:6]1[CH:13]=[CH:12][C:11]([C:14]([F:17])([F:16])[F:15])=[CH:10][C:7]=1[CH:8]=[O:9])[CH2:2][CH2:3][CH3:4].CC(=CC)C.O.O.P([O-])(O)(O)=[O:28].[Na+].Cl([O-])=O.[Na+]. (3) Given the product [Cl:24][C:11]1[CH:10]=[C:9]([NH:8][C:2]2[CH:3]=[N:4][CH:5]=[CH:6][CH:7]=2)[CH:23]=[CH:22][C:12]=1[C:13]([C:15]1[CH:20]=[CH:19][CH:18]=[CH:17][C:16]=1[CH3:21])=[O:14], predict the reactants needed to synthesize it. The reactants are: Cl[C:2]1[CH:3]=[N:4][CH:5]=[CH:6][CH:7]=1.[NH2:8][C:9]1[CH:23]=[CH:22][C:12]([C:13]([C:15]2[CH:20]=[CH:19][CH:18]=[CH:17][C:16]=2[CH3:21])=[O:14])=[C:11]([Cl:24])[CH:10]=1.C(O[Na])(C)(C)C. (4) The reactants are: Br[CH2:2][C:3]([N:5]1[CH2:11][CH2:10][CH2:9][N:8]([C:12]2[CH:17]=[CH:16][C:15]([C:18]([O:27]COC)([C:23]([F:26])([F:25])[F:24])[C:19]([F:22])([F:21])[F:20])=[CH:14][C:13]=2[CH2:31][CH2:32][CH3:33])[CH2:7][CH2:6]1)=[O:4].[O:34]1[C:38]2[CH:39]=[CH:40][C:41]([C:43]3([CH3:50])[NH:47][C:46](=[O:48])[NH:45][C:44]3=[O:49])=[CH:42][C:37]=2[CH2:36][CH2:35]1. Given the product [O:34]1[C:38]2[CH:39]=[CH:40][C:41]([C:43]3([CH3:50])[NH:47][C:46](=[O:48])[N:45]([CH2:2][C:3]([N:5]4[CH2:11][CH2:10][CH2:9][N:8]([C:12]5[CH:17]=[CH:16][C:15]([C:18]([OH:27])([C:19]([F:22])([F:20])[F:21])[C:23]([F:26])([F:24])[F:25])=[CH:14][C:13]=5[CH2:31][CH2:32][CH3:33])[CH2:7][CH2:6]4)=[O:4])[C:44]3=[O:49])=[CH:42][C:37]=2[CH2:36][CH2:35]1, predict the reactants needed to synthesize it. (5) Given the product [CH3:1][C:2]1[CH:7]=[C:6]([CH3:8])[CH:5]=[C:4]([CH3:9])[C:3]=1[N:10]=[C:11]([C:13]1[CH:18]=[CH:17][CH:16]=[C:15]([C:19](=[N:30][C:29]2[CH:31]=[CH:32][C:26]([C:22]([CH3:25])([CH3:24])[CH3:23])=[CH:27][CH:28]=2)[CH3:20])[N:14]=1)[CH3:12], predict the reactants needed to synthesize it. The reactants are: [CH3:1][C:2]1[CH:7]=[C:6]([CH3:8])[CH:5]=[C:4]([CH3:9])[C:3]=1[N:10]=[C:11]([C:13]1[CH:18]=[CH:17][CH:16]=[C:15]([C:19](=O)[CH3:20])[N:14]=1)[CH3:12].[C:22]([C:26]1[CH:32]=[CH:31][C:29]([NH2:30])=[CH:28][CH:27]=1)([CH3:25])([CH3:24])[CH3:23].C1(C)C=CC(S(O)(=O)=O)=CC=1. (6) Given the product [Cl:38][C:32]1[CH:33]=[C:34]([F:37])[CH:35]=[CH:36][C:31]=1[N:16]([CH2:15][O:14][C:12]([NH:11][CH2:10][C:9]([OH:39])=[O:8])=[O:13])[S:17]([CH:20]1[CH2:21][CH2:22][CH2:23][CH:24]=[C:25]1[C:26]([O:28][CH2:29][CH3:30])=[O:27])(=[O:18])=[O:19], predict the reactants needed to synthesize it. The reactants are: C([O:8][C:9](=[O:39])[CH2:10][NH:11][C:12]([O:14][CH2:15][N:16]([C:31]1[CH:36]=[CH:35][C:34]([F:37])=[CH:33][C:32]=1[Cl:38])[S:17]([CH:20]1[C:25]([C:26]([O:28][CH2:29][CH3:30])=[O:27])=[CH:24][CH2:23][CH2:22][CH2:21]1)(=[O:19])=[O:18])=[O:13])C1C=CC=CC=1. (7) Given the product [ClH:42].[ClH:42].[F:14][C:11]1([CH2:15][NH:16][C:17]([C:19]2[N:20]=[N:21][C:22]([CH2:38][CH2:39][CH2:40][CH3:41])=[C:23]([C:25]3[CH:30]=[CH:29][C:28]([O:31][CH:32]4[CH2:37][CH2:36][CH2:35][CH2:34][CH2:33]4)=[CH:27][CH:26]=3)[CH:24]=2)=[O:18])[CH2:10][CH2:9][NH:8][CH2:13][CH2:12]1, predict the reactants needed to synthesize it. The reactants are: C(OC([N:8]1[CH2:13][CH2:12][C:11]([CH2:15][NH:16][C:17]([C:19]2[N:20]=[N:21][C:22]([CH2:38][CH2:39][CH2:40][CH3:41])=[C:23]([C:25]3[CH:30]=[CH:29][C:28]([O:31][CH:32]4[CH2:37][CH2:36][CH2:35][CH2:34][CH2:33]4)=[CH:27][CH:26]=3)[CH:24]=2)=[O:18])([F:14])[CH2:10][CH2:9]1)=O)(C)(C)C.[ClH:42]. (8) Given the product [NH2:38][C:39]1[CH:34]=[CH:35][C:36]([C:56]([CH3:55])([CH3:57])[CH3:68])=[CH:37][C:78]=1[NH:76][C:31](=[O:32])[CH2:30][CH2:29][CH2:28][CH2:27][N:22]([CH2:21][C@@H:13]1[C@@H:14]2[C@@H:15]([O:16][C:17]([CH3:19])([CH3:20])[O:18]2)[C@H:11]([N:6]2[CH:5]=[N:4][C:3]3[C:7]2=[N:8][CH:9]=[N:10][C:2]=3[NH2:1])[O:12]1)[S:23]([CH3:26])(=[O:24])=[O:25], predict the reactants needed to synthesize it. The reactants are: [NH2:1][C:2]1[N:10]=[CH:9][N:8]=[C:7]2[C:3]=1[N:4]=[CH:5][N:6]2[C@H:11]1[C@@H:15]2[O:16][C:17]([CH3:20])([CH3:19])[O:18][C@@H:14]2[C@@H:13]([CH2:21][N:22]([CH2:27][CH2:28][CH2:29][CH2:30][C:31](O)=[O:32])[S:23]([CH3:26])(=[O:25])=[O:24])[O:12]1.[CH:34]1[CH:39]=[N:38][C:37]2N(O)N=N[C:36]=2[CH:35]=1.CN(C(ON1N=NC2[CH:55]=[CH:56][CH:57]=NC1=2)=[N+](C)C)C.F[P-](F)(F)(F)(F)F.[CH3:68]CN(CC)CC.C[N:76]([CH:78]=O)C. (9) Given the product [CH3:13][O:12][C:9]1[CH:10]=[C:11]2[C:6](=[CH:7][C:8]=1[O:14][CH2:15][CH2:16][CH2:17][N:18]1[CH2:22][CH2:21][CH2:20][CH2:19]1)[N:5]=[CH:4][N:3]=[C:2]2[O:23][C:24]1[CH:25]=[C:26]2[C:30](=[CH:31][CH:32]=1)[NH:29][C:28]([CH3:33])=[CH:27]2, predict the reactants needed to synthesize it. The reactants are: Cl[C:2]1[C:11]2[C:6](=[CH:7][C:8]([O:14][CH2:15][CH2:16][CH2:17][N:18]3[CH2:22][CH2:21][CH2:20][CH2:19]3)=[C:9]([O:12][CH3:13])[CH:10]=2)[N:5]=[CH:4][N:3]=1.[OH:23][C:24]1[CH:25]=[C:26]2[C:30](=[CH:31][CH:32]=1)[NH:29][C:28]([CH3:33])=[CH:27]2.C(=O)([O-])[O-].[K+].[K+].O. (10) Given the product [C:9]([C:11]1[CH:16]=[CH:15][C:14]([C:17]2[CH:18]=[N:19][N:20]([C:23]3[CH:31]=[CH:30][C:26]([C:27]([NH:8][CH2:7][CH2:6][CH:2]4[CH2:3][CH2:4][CH2:5][O:1]4)=[O:28])=[CH:25][N:24]=3)[C:21]=2[OH:22])=[C:13]([CH3:32])[CH:12]=1)#[N:10], predict the reactants needed to synthesize it. The reactants are: [O:1]1[CH2:5][CH2:4][CH2:3][CH:2]1[CH2:6][CH2:7][NH2:8].[C:9]([C:11]1[CH:16]=[CH:15][C:14]([C:17]2[CH:18]=[N:19][N:20]([C:23]3[CH:31]=[CH:30][C:26]([C:27](O)=[O:28])=[CH:25][N:24]=3)[C:21]=2[OH:22])=[C:13]([CH3:32])[CH:12]=1)#[N:10].